Dataset: Full USPTO retrosynthesis dataset with 1.9M reactions from patents (1976-2016). Task: Predict the reactants needed to synthesize the given product. (1) Given the product [N:18]1([C:16]([N:15]2[CH2:28][CH2:29][C:7]([C:1]3[CH:6]=[CH:5][CH:4]=[CH:3][CH:2]=3)([C:8]#[N:9])[CH2:13][CH2:14]2)=[O:17])[C:27]2[C:22](=[CH:23][CH:24]=[CH:25][CH:26]=2)[CH2:21][CH2:20][CH2:19]1, predict the reactants needed to synthesize it. The reactants are: [C:1]1([CH2:7][C:8]#[N:9])[CH:6]=[CH:5][CH:4]=[CH:3][CH:2]=1.[H-].[Na+].Cl[CH2:13][CH2:14][N:15]([CH2:28][CH2:29]Cl)[C:16]([N:18]1[C:27]2[C:22](=[CH:23][CH:24]=[CH:25][CH:26]=2)[CH2:21][CH2:20][CH2:19]1)=[O:17].O. (2) Given the product [Cl:1][C:2]1[CH:7]=[CH:6][C:5]([CH2:8][OH:9])=[CH:4][C:3]=1[NH2:10], predict the reactants needed to synthesize it. The reactants are: [Cl:1][C:2]1[CH:7]=[CH:6][C:5]([CH2:8][OH:9])=[CH:4][C:3]=1[N+:10]([O-])=O.